Dataset: Catalyst prediction with 721,799 reactions and 888 catalyst types from USPTO. Task: Predict which catalyst facilitates the given reaction. Reactant: [Br:1][C:2]1[CH:7]=[C:6]([F:8])[C:5]([NH:9][C:10]([NH:12][NH:13][C:14](=O)[CH2:15][C@@H:16]2[CH2:20][CH2:19][N:18]([C:21]([CH:23]3[CH2:25][CH2:24]3)=[O:22])[CH2:17]2)=[O:11])=[C:4]([F:27])[CH:3]=1.C(=O)([O-])[O-].[K+].[K+]. Product: [Br:1][C:2]1[CH:7]=[C:6]([F:8])[C:5]([N:9]2[C:14]([CH2:15][C@@H:16]3[CH2:20][CH2:19][N:18]([C:21]([CH:23]4[CH2:25][CH2:24]4)=[O:22])[CH2:17]3)=[N:13][NH:12][C:10]2=[O:11])=[C:4]([F:27])[CH:3]=1. The catalyst class is: 6.